Predict the reaction yield, written as a fraction of the theoretical maximum amount of product (1.0 means a 100% yield; for example, 0.34 means a 34% yield). From a dataset of Reaction yield outcomes from USPTO patents with 853,638 reactions. (1) The reactants are [OH:1][C@@:2]1([C:9]#[C:10][C:11]2[CH:12]=[C:13]([N:17]3[C:25]4[C:20](=[CH:21][C:22]([CH2:26][N:27]5[CH2:31][CH2:30][CH2:29][CH2:28]5)=[CH:23][CH:24]=4)[C:19]([C:32]([O-])=[O:33])=[N:18]3)[CH:14]=[CH:15][CH:16]=2)[CH2:6][CH2:5][N:4]([CH3:7])[C:3]1=[O:8].[NH3:35]. The catalyst is CO. The product is [OH:1][C@@:2]1([C:9]#[C:10][C:11]2[CH:12]=[C:13]([N:17]3[C:25]4[C:20](=[CH:21][C:22]([CH2:26][N:27]5[CH2:31][CH2:30][CH2:29][CH2:28]5)=[CH:23][CH:24]=4)[C:19]([C:32]([NH2:35])=[O:33])=[N:18]3)[CH:14]=[CH:15][CH:16]=2)[CH2:6][CH2:5][N:4]([CH3:7])[C:3]1=[O:8]. The yield is 0.360. (2) The reactants are [NH2:1][C:2]1[C:7]([N+:8]([O-:10])=[O:9])=[CH:6][CH:5]=[CH:4][C:3]=1[OH:11].[Br:12]Br. The catalyst is O1CCOCC1. The product is [NH2:1][C:2]1[C:7]([N+:8]([O-:10])=[O:9])=[CH:6][C:5]([Br:12])=[CH:4][C:3]=1[OH:11]. The yield is 0.900. (3) The reactants are [Cl:1][C:2]1[N:3]=[C:4](Cl)[C:5]2[C:6](=[CH:8][N:9]([CH2:11][C:12]3[CH:17]=[CH:16][C:15]([O:18][CH3:19])=[CH:14][CH:13]=3)[N:10]=2)[N:7]=1.[CH3:21][O-:22].[Na+]. The catalyst is O1CCCC1. The product is [Cl:1][C:2]1[N:3]=[C:4]([O:22][CH3:21])[C:5]2[C:6](=[CH:8][N:9]([CH2:11][C:12]3[CH:17]=[CH:16][C:15]([O:18][CH3:19])=[CH:14][CH:13]=3)[N:10]=2)[N:7]=1. The yield is 0.910. (4) The reactants are [OH:1][C@H:2]1[CH2:7][CH2:6][C@H:5]([N:8]2[C:13](=[O:14])[C:12]([CH2:15][C:16]3[CH:21]=[CH:20][C:19]([C:22]4[C:23]([C:28]#[N:29])=[CH:24][CH:25]=[CH:26][CH:27]=4)=[CH:18][C:17]=3[O:30][CH3:31])=[C:11]([CH2:32][CH2:33][CH3:34])[N:10]3[N:35]=[CH:36][CH:37]=[C:9]23)[CH2:4][CH2:3]1.[N+](=[CH:40][C:41]([O:43][CH2:44][CH3:45])=[O:42])=[N-].C(OCC)(=O)C.O. The catalyst is C(Cl)Cl.C([O-])(=O)C.[Rh+3].C([O-])(=O)C.C([O-])(=O)C. The product is [C:28]([C:23]1[CH:24]=[CH:25][CH:26]=[CH:27][C:22]=1[C:19]1[CH:20]=[CH:21][C:16]([CH2:15][C:12]2[C:13](=[O:14])[N:8]([C@H:5]3[CH2:4][CH2:3][C@H:2]([O:1][CH2:40][C:41]([O:43][CH2:44][CH3:45])=[O:42])[CH2:7][CH2:6]3)[C:9]3[N:10]([N:35]=[CH:36][CH:37]=3)[C:11]=2[CH2:32][CH2:33][CH3:34])=[C:17]([O:30][CH3:31])[CH:18]=1)#[N:29]. The yield is 0.470. (5) The reactants are [CH3:1][C:2]1[CH:3]=[C:4]([NH:9][CH2:10][CH2:11][C:12]2[CH:13]=[N:14][C:15]([C:18]([F:21])([F:20])[F:19])=[CH:16][CH:17]=2)[CH:5]=[CH:6][C:7]=1[CH3:8].[C:22]([C:30](O)=[O:31])(=[O:29])[C:23]1[CH:28]=[CH:27][CH:26]=[CH:25][CH:24]=1.F[B-](F)(F)F.N1(OC(N(C)C)=[N+](C)C)C2C=CC=CC=2N=N1.C(N(CC)C(C)C)(C)C. The catalyst is CN(C=O)C.CC(OC)(C)C. The product is [CH3:1][C:2]1[CH:3]=[C:4]([N:9]([CH2:10][CH2:11][C:12]2[CH:13]=[N:14][C:15]([C:18]([F:21])([F:20])[F:19])=[CH:16][CH:17]=2)[C:30](=[O:31])[C:22](=[O:29])[C:23]2[CH:28]=[CH:27][CH:26]=[CH:25][CH:24]=2)[CH:5]=[CH:6][C:7]=1[CH3:8]. The yield is 0.530. (6) The reactants are [OH:1][C:2]1[CH:11]=[CH:10][C:5]([C:6]([NH:8][NH2:9])=O)=[CH:4][CH:3]=1.I.CS[C:15](=[NH:28])[NH:16][C:17]1[CH:22]=[CH:21][C:20]([O:23][C:24]([F:27])([F:26])[F:25])=[CH:19][CH:18]=1. The catalyst is N1C=CC=CC=1. The product is [F:25][C:24]([F:26])([F:27])[O:23][C:20]1[CH:19]=[CH:18][C:17]([NH:16][C:15]2[NH:28][C:6]([C:5]3[CH:10]=[CH:11][C:2]([OH:1])=[CH:3][CH:4]=3)=[N:8][N:9]=2)=[CH:22][CH:21]=1. The yield is 0.404. (7) The reactants are [NH2:1][C:2]1[N:3]=[CH:4][CH:5]=[C:6]2[C:11]=1[C:10](=[O:12])[N:9]([CH3:13])[C:8]1[CH:14]=[C:15]([Cl:18])[CH:16]=[CH:17][C:7]2=1.[H-].[Na+].Cl[CH2:22][C:23]1[CH:28]=[CH:27][C:26]([O:29][CH3:30])=[CH:25][CH:24]=1. The catalyst is CN(C=O)C. The product is [Cl:18][C:15]1[CH:16]=[CH:17][C:7]2[C:6]3[C:11](=[C:2]([NH:1][CH2:22][C:23]4[CH:28]=[CH:27][C:26]([O:29][CH3:30])=[CH:25][CH:24]=4)[N:3]=[CH:4][CH:5]=3)[C:10](=[O:12])[N:9]([CH3:13])[C:8]=2[CH:14]=1. The yield is 0.750.